Dataset: Peptide-MHC class II binding affinity with 134,281 pairs from IEDB. Task: Regression. Given a peptide amino acid sequence and an MHC pseudo amino acid sequence, predict their binding affinity value. This is MHC class II binding data. The MHC is HLA-DPA10103-DPB10401 with pseudo-sequence HLA-DPA10103-DPB10401. The peptide sequence is PPTVTIFKISKTVSE. The binding affinity (normalized) is 0.207.